From a dataset of Catalyst prediction with 721,799 reactions and 888 catalyst types from USPTO. Predict which catalyst facilitates the given reaction. Reactant: Cl[C:2]1[N:10]=[C:9]2[C:5]([N:6]=[C:7]([CH:12]([OH:26])[CH:13]3[CH2:18][CH2:17][N:16]([C:19]([O:21][C:22]([CH3:25])([CH3:24])[CH3:23])=[O:20])[CH2:15][CH2:14]3)[N:8]2[CH3:11])=[C:4]([N:27]2[CH2:32][CH2:31][O:30][CH2:29][CH2:28]2)[N:3]=1.[CH2:33]([C:35]1[NH:36][C:37]2[CH:43]=[CH:42][CH:41]=[CH:40][C:38]=2[N:39]=1)[CH3:34].CC(C1C=C(C(C)C)C(C2C=CC=CC=2P(C2CCCCC2)C2CCCCC2)=C(C(C)C)C=1)C.C(=O)([O-])[O-].[Cs+].[Cs+]. Product: [CH2:33]([C:35]1[N:36]([C:2]2[N:10]=[C:9]3[C:5]([N:6]=[C:7]([CH:12]([OH:26])[CH:13]4[CH2:14][CH2:15][N:16]([C:19]([O:21][C:22]([CH3:24])([CH3:23])[CH3:25])=[O:20])[CH2:17][CH2:18]4)[N:8]3[CH3:11])=[C:4]([N:27]3[CH2:32][CH2:31][O:30][CH2:29][CH2:28]3)[N:3]=2)[C:37]2[CH:43]=[CH:42][CH:41]=[CH:40][C:38]=2[N:39]=1)[CH3:34]. The catalyst class is: 533.